From a dataset of Retrosynthesis with 50K atom-mapped reactions and 10 reaction types from USPTO. Predict the reactants needed to synthesize the given product. (1) The reactants are: COc1cccc(C=O)c1C(=O)O.O=C1CSC(=S)N1. Given the product COc1cccc(C=C2SC(=S)NC2=O)c1C(=O)O, predict the reactants needed to synthesize it. (2) Given the product C[C@@H](C1CCC(c2cccc3ncnn23)CC1)[C@H](NC(=O)OC(C)(C)C)C(=O)N1CCC(F)(F)C1, predict the reactants needed to synthesize it. The reactants are: C[C@@H](C1CC=C(c2cccc3ncnn23)CC1)[C@H](NC(=O)OC(C)(C)C)C(=O)N1CCC(F)(F)C1. (3) Given the product N#Cc1ccc(C(=O)Nc2ccc(Cl)c(C(=O)Nc3cnc(Nc4ccc(S(=O)(=O)C5CCNCC5)cc4)nc3)c2)cc1, predict the reactants needed to synthesize it. The reactants are: CC(C)(C)OC(=O)N1CCC(S(=O)(=O)c2ccc(Nc3ncc(NC(=O)c4cc(NC(=O)c5ccc(C#N)cc5)ccc4Cl)cn3)cc2)CC1. (4) Given the product CC(C)N1CCN(c2cc(F)cc(C3Nc4ccc(C(=O)NS(C)(=O)=O)cc4CC3(C)C)c2)CC1, predict the reactants needed to synthesize it. The reactants are: CC(C)N1CCN(c2cc(F)cc(C3Nc4ccc(C(=O)O)cc4CC3(C)C)c2)CC1.CS(N)(=O)=O. (5) Given the product COC(=O)c1ccc(CN(C)c2c(C)cc(O)cc2F)cc1C, predict the reactants needed to synthesize it. The reactants are: COC(=O)c1ccc(CN(C)c2c(C)cc(O[Si](C(C)C)(C(C)C)C(C)C)cc2F)cc1C. (6) The reactants are: COCCBr.O=Cc1ccc[nH]1. Given the product COCCn1cccc1C=O, predict the reactants needed to synthesize it. (7) Given the product c1ccc2c(c1)CCOC2CCN1CCNCC1, predict the reactants needed to synthesize it. The reactants are: C1CNCCN1.OCCC1OCCc2ccccc21.